This data is from Full USPTO retrosynthesis dataset with 1.9M reactions from patents (1976-2016). The task is: Predict the reactants needed to synthesize the given product. (1) The reactants are: Cl.O1CCOCC1.[N:8]1[CH:13]=[CH:12][CH:11]=[CH:10][C:9]=1[CH2:14][N:15]1[C:23]2[C:18](=[CH:19][C:20]([NH2:24])=[CH:21][CH:22]=2)[CH:17]=[N:16]1.Cl[C:26]1[C:35]2[C:30](=[CH:31][CH:32]=[CH:33][C:34]=2[F:36])[N:29]=[CH:28][N:27]=1. Given the product [F:36][C:34]1[CH:33]=[CH:32][CH:31]=[C:30]2[C:35]=1[C:26]([NH:24][C:20]1[CH:19]=[C:18]3[C:23](=[CH:22][CH:21]=1)[N:15]([CH2:14][C:9]1[CH:10]=[CH:11][CH:12]=[CH:13][N:8]=1)[N:16]=[CH:17]3)=[N:27][CH:28]=[N:29]2, predict the reactants needed to synthesize it. (2) Given the product [CH2:12]([O:14][C:15](=[O:24])[CH2:16][C:17]1[CH:22]=[CH:21][CH:20]=[C:19]([NH:23][C:7](=[O:9])[C:6]2[CH:10]=[C:2]([Br:1])[CH:3]=[CH:4][C:5]=2[Cl:11])[CH:18]=1)[CH3:13], predict the reactants needed to synthesize it. The reactants are: [Br:1][C:2]1[CH:3]=[CH:4][C:5]([Cl:11])=[C:6]([CH:10]=1)[C:7]([OH:9])=O.[CH2:12]([O:14][C:15](=[O:24])[CH2:16][C:17]1[CH:22]=[CH:21][CH:20]=[C:19]([NH2:23])[CH:18]=1)[CH3:13]. (3) Given the product [C:12]([N:3]1[CH2:4][CH2:5][S:1][CH:2]1[CH2:6][C:7]([O:9][CH2:10][CH3:11])=[O:8])(=[O:19])[C:13]1[CH:18]=[CH:17][CH:16]=[CH:15][CH:14]=1, predict the reactants needed to synthesize it. The reactants are: [S:1]1[CH2:5][CH2:4][NH:3][CH:2]1[CH2:6][C:7]([O:9][CH2:10][CH3:11])=[O:8].[C:12](O)(=[O:19])[C:13]1[CH:18]=[CH:17][CH:16]=[CH:15][CH:14]=1.C(Cl)CCl. (4) Given the product [F:23][C:20]1[CH:19]=[CH:18][C:17]([C:16]2[S:15][C:14]([CH3:24])=[N:13][C:12]=2[C:10]([N:4]2[CH2:5][CH2:6][CH2:7][C@H:8]([CH3:9])[C@@H:3]2[CH2:2][NH:1][C:26]2[CH:31]=[CH:30][C:29]([C:32]([F:35])([F:34])[F:33])=[CH:28][N:27]=2)=[O:11])=[CH:22][CH:21]=1, predict the reactants needed to synthesize it. The reactants are: [NH2:1][CH2:2][CH:3]1[CH:8]([CH3:9])[CH2:7][CH2:6][CH2:5][N:4]1[C:10]([C:12]1[N:13]=[C:14]([CH3:24])[S:15][C:16]=1[C:17]1[CH:22]=[CH:21][C:20]([F:23])=[CH:19][CH:18]=1)=[O:11].Cl[C:26]1[CH:31]=[CH:30][C:29]([C:32]([F:35])([F:34])[F:33])=[CH:28][N:27]=1.C([O-])([O-])=O.[K+].[K+]. (5) Given the product [CH3:1][C:2]1[CH:7]=[C:6]([CH3:8])[CH:5]=[CH:4][C:3]=1[C:9]1[N:13]=[C:12]([CH2:14][N:15]([CH2:20][C:21]2[CH:22]=[CH:23][C:24]([S:27][C:28]([CH3:37])([CH3:36])[C:29]([OH:31])=[O:30])=[CH:25][CH:26]=2)[CH2:16][CH2:17][O:18][CH3:19])[O:11][N:10]=1, predict the reactants needed to synthesize it. The reactants are: [CH3:1][C:2]1[CH:7]=[C:6]([CH3:8])[CH:5]=[CH:4][C:3]=1[C:9]1[N:13]=[C:12]([CH2:14][N:15]([CH2:20][C:21]2[CH:26]=[CH:25][C:24]([S:27][C:28]([CH3:37])([CH3:36])[C:29]([O:31]C(C)(C)C)=[O:30])=[CH:23][CH:22]=2)[CH2:16][CH2:17][O:18][CH3:19])[O:11][N:10]=1. (6) Given the product [NH:1]1[CH:5]=[CH:4][C:3]([NH:6][C:7]2[C:16]3[C:11](=[CH:12][C:13]([I:17])=[CH:14][CH:15]=3)[N:10]=[C:9]([C:18]([C:27]3[CH:28]=[CH:29][C:24]([F:23])=[CH:25][CH:26]=3)=[O:20])[N:8]=2)=[N:2]1, predict the reactants needed to synthesize it. The reactants are: [NH:1]1[CH:5]=[CH:4][C:3]([NH:6][C:7]2[C:16]3[C:11](=[CH:12][C:13]([I:17])=[CH:14][CH:15]=3)[N:10]=[C:9]([C:18]([O:20]CC)=O)[N:8]=2)=[N:2]1.[F:23][C:24]1[CH:29]=[CH:28][C:27]([Mg]Br)=[CH:26][CH:25]=1. (7) Given the product [Cl:36][C:33]1[CH:34]=[CH:35][C:30]([S:29][CH:20]([C:21]2[CH:26]=[C:25]([F:27])[CH:24]=[CH:23][C:22]=2[F:28])[C:16]2[C:17]([CH3:19])=[CH:18][C:13]([CH:39]=[O:40])=[N:14][CH:15]=2)=[CH:31][CH:32]=1, predict the reactants needed to synthesize it. The reactants are: CCCCCC.C([Li])CCC.Br[C:13]1[CH:18]=[C:17]([CH3:19])[C:16]([CH:20]([S:29][C:30]2[CH:35]=[CH:34][C:33]([Cl:36])=[CH:32][CH:31]=2)[C:21]2[CH:26]=[C:25]([F:27])[CH:24]=[CH:23][C:22]=2[F:28])=[CH:15][N:14]=1.CN(C)[CH:39]=[O:40].